Task: Predict the reactants needed to synthesize the given product.. Dataset: Full USPTO retrosynthesis dataset with 1.9M reactions from patents (1976-2016) (1) Given the product [I:36][C:34]1[CH:33]=[CH:32][N:31]=[C:30]([NH:28][N:29]=[CH:1][C:3]2[CH:12]=[CH:11][C:10]3[C:5](=[C:6]([N:13]4[CH2:14][CH2:15][CH:16]([CH2:19][NH:20][C:21](=[O:27])[O:22][C:23]([CH3:25])([CH3:26])[CH3:24])[CH2:17][CH2:18]4)[CH:7]=[CH:8][CH:9]=3)[N:4]=2)[CH:35]=1, predict the reactants needed to synthesize it. The reactants are: [CH:1]([C:3]1[CH:12]=[CH:11][C:10]2[C:5](=[C:6]([N:13]3[CH2:18][CH2:17][CH:16]([CH2:19][NH:20][C:21](=[O:27])[O:22][C:23]([CH3:26])([CH3:25])[CH3:24])[CH2:15][CH2:14]3)[CH:7]=[CH:8][CH:9]=2)[N:4]=1)=O.[NH:28]([C:30]1[CH:35]=[C:34]([I:36])[CH:33]=[CH:32][N:31]=1)[NH2:29]. (2) The reactants are: [CH2:1]([O:8][C:9]([N:11]1[CH2:20][CH2:19][C:18]2[C:13](=[CH:14][CH:15]=[CH:16][CH:17]=2)[C@H:12]1[C:21]1[CH:26]=[C:25]([Cl:27])[CH:24]=[CH:23][C:22]=1[O:28][CH2:29][C:30]([OH:32])=O)=[O:10])[C:2]1[CH:7]=[CH:6][CH:5]=[CH:4][CH:3]=1.CN(C(O[N:41]1[N:49]=NC2C=CC=CC1=2)=[N+](C)C)C.[B-](F)(F)(F)F.CCN(C(C)C)C(C)C.NN.C1COCC1. Given the product [CH2:1]([O:8][C:9]([N:11]1[CH2:20][CH2:19][C:18]2[C:13](=[CH:14][CH:15]=[CH:16][CH:17]=2)[C@H:12]1[C:21]1[CH:26]=[C:25]([Cl:27])[CH:24]=[CH:23][C:22]=1[O:28][CH2:29][C:30]([NH:41][NH2:49])=[O:32])=[O:10])[C:2]1[CH:7]=[CH:6][CH:5]=[CH:4][CH:3]=1, predict the reactants needed to synthesize it. (3) Given the product [Cl:1][C:2]1[C:3]([F:21])=[C:4]([C:14]2[N:19]=[CH:18][N:17]([C@@H:36]3[C:35]4[CH:51]=[C:31]([CH:32]=[CH:33][N:34]=4)[C:30]4[N:29]([CH2:52][O:53][CH2:54][CH2:55][Si:56]([CH3:58])([CH3:57])[CH3:59])[N:28]=[CH:27][C:26]=4[NH:25][C:24](=[O:60])[C@H:23]([CH3:22])[CH2:39][CH2:38][CH2:37]3)[C:16](=[O:20])[CH:15]=2)[C:5]([N:8]2[CH:12]=[C:11]([Cl:13])[N:10]=[N:9]2)=[CH:6][CH:7]=1, predict the reactants needed to synthesize it. The reactants are: [Cl:1][C:2]1[C:3]([F:21])=[C:4]([C:14]2[N:19]=[CH:18][N:17]=[C:16]([OH:20])[CH:15]=2)[C:5]([N:8]2[CH:12]=[C:11]([Cl:13])[N:10]=[N:9]2)=[CH:6][CH:7]=1.[CH3:22][C@@H:23]1[CH2:39][CH2:38][CH2:37][C@H:36](NC(=O)OCC2C=CC=CC=2)[C:35]2[CH:51]=[C:31]([CH:32]=[CH:33][N:34]=2)[C:30]2[N:29]([CH2:52][O:53][CH2:54][CH2:55][Si:56]([CH3:59])([CH3:58])[CH3:57])[N:28]=[CH:27][C:26]=2[NH:25][C:24]1=[O:60]. (4) Given the product [Br:6][C:7]1[CH:8]=[C:9]([CH3:17])[C:10]([OH:16])=[C:11]([CH:15]=1)[C:12]#[N:13], predict the reactants needed to synthesize it. The reactants are: P(Cl)(Cl)(Cl)=O.[Br:6][C:7]1[CH:8]=[C:9]([CH3:17])[C:10]([OH:16])=[C:11]([CH:15]=1)/[CH:12]=[N:13]\O. (5) Given the product [CH2:36]([O:21][C:19]1[CH:18]=[CH:17][C:15]2[C:16]3[N:10]([CH2:11][CH2:12][O:13][C:14]=2[CH:20]=1)[C:9]1[CH:22]=[C:23]([C:26]([O:28][CH3:29])=[O:27])[CH:24]=[CH:25][C:8]=1[C:7]=3[CH:1]1[CH2:2][CH2:3][CH2:4][CH2:5][CH2:6]1)[C:37]1[CH:42]=[CH:41][CH:40]=[CH:39][CH:38]=1, predict the reactants needed to synthesize it. The reactants are: [CH:1]1([C:7]2[C:8]3[CH:25]=[CH:24][C:23]([C:26]([O:28][CH3:29])=[O:27])=[CH:22][C:9]=3[N:10]3[C:16]=2[C:15]2[CH:17]=[CH:18][C:19]([OH:21])=[CH:20][C:14]=2[O:13][CH2:12][CH2:11]3)[CH2:6][CH2:5][CH2:4][CH2:3][CH2:2]1.C(=O)([O-])[O-].[K+].[K+].[CH2:36](Br)[C:37]1[CH:42]=[CH:41][CH:40]=[CH:39][CH:38]=1.C(=O)([O-])O.[Na+]. (6) Given the product [C:1]([O:5][C:6]([N:8]1[CH2:12][C@@H:11]([CH2:13][NH:27][CH:24]([CH3:26])[CH3:25])[C@H:10]([C:15]([CH3:23])([CH3:22])[O:16][SiH2:17][C:18]([CH3:20])([CH3:19])[CH3:21])[CH2:9]1)=[O:7])([CH3:4])([CH3:3])[CH3:2], predict the reactants needed to synthesize it. The reactants are: [C:1]([O:5][C:6]([N:8]1[CH2:12][C@@H:11]([CH:13]=O)[C@H:10]([C:15]([CH3:23])([CH3:22])[O:16][SiH2:17][C:18]([CH3:21])([CH3:20])[CH3:19])[CH2:9]1)=[O:7])([CH3:4])([CH3:3])[CH3:2].[CH:24]([NH2:27])([CH3:26])[CH3:25].[BH-](OC(C)=O)(OC(C)=O)OC(C)=O.[Na+]. (7) Given the product [CH:22]([CH:25]1[CH2:29][CH2:28][C:27](=[O:30])[CH2:26]1)([CH3:24])[CH3:23], predict the reactants needed to synthesize it. The reactants are: C1(=O)CCC=C1.C(OCC1C=CC=CC=1)C1C=CC=CC=1.[CH:22]([C:25]1[CH2:29][CH2:28][C:27](=[O:30])[CH:26]=1)([CH3:24])[CH3:23]. (8) Given the product [F:1][C:2]1[CH:3]=[CH:4][C:5]([C:8]2[CH:24]=[C:11]3[CH:12]=[C:13]([C:16]4[CH:17]=[C:18]([CH:19]([OH:20])[CH3:25])[CH:21]=[CH:22][CH:23]=4)[CH:14]=[CH:15][N:10]3[N:9]=2)=[CH:6][CH:7]=1, predict the reactants needed to synthesize it. The reactants are: [F:1][C:2]1[CH:7]=[CH:6][C:5]([C:8]2[CH:24]=[C:11]3[CH:12]=[C:13]([C:16]4[CH:17]=[C:18]([CH:21]=[CH:22][CH:23]=4)[CH:19]=[O:20])[CH:14]=[CH:15][N:10]3[N:9]=2)=[CH:4][CH:3]=1.[CH3:25][Mg]Br.[Cl-].[NH4+].C(=O)([O-])[O-].[Na+].[Na+]. (9) The reactants are: C(O[C:4](=[O:20])[CH:5]([C:11]1[C:16]([F:17])=[CH:15][C:14]([F:18])=[CH:13][C:12]=1[F:19])[C:6]([O:8]CC)=O)C.Cl.[N:22]1[CH:27]=[CH:26][N:25]=[CH:24][C:23]=1[C:28]([NH2:30])=[NH:29].C(=O)([O-])[O-].[K+].[K+].Cl. Given the product [N:22]1[CH:27]=[CH:26][N:25]=[CH:24][C:23]=1[C:28]1[N:30]=[C:4]([OH:20])[C:5]([C:11]2[C:12]([F:19])=[CH:13][C:14]([F:18])=[CH:15][C:16]=2[F:17])=[C:6]([OH:8])[N:29]=1, predict the reactants needed to synthesize it. (10) Given the product [C:30]([O:34][C:35](=[O:36])[NH:37][CH2:38][C:39]([NH:1][C:2]1[CH:3]=[CH:4][C:5]([CH2:8][CH2:9][C:10]2[N:11]=[C:12]([NH:26][C:27](=[O:29])[CH3:28])[S:13][C:14]=2[CH2:15][C:16]2[CH:21]=[CH:20][C:19]([S:22]([CH3:25])(=[O:24])=[O:23])=[CH:18][CH:17]=2)=[CH:6][CH:7]=1)=[O:40])([CH3:33])([CH3:31])[CH3:32], predict the reactants needed to synthesize it. The reactants are: [NH2:1][C:2]1[CH:7]=[CH:6][C:5]([CH2:8][CH2:9][C:10]2[N:11]=[C:12]([NH:26][C:27](=[O:29])[CH3:28])[S:13][C:14]=2[CH2:15][C:16]2[CH:21]=[CH:20][C:19]([S:22]([CH3:25])(=[O:24])=[O:23])=[CH:18][CH:17]=2)=[CH:4][CH:3]=1.[C:30]([O:34][C:35]([NH:37][CH2:38][C:39](O)=[O:40])=[O:36])([CH3:33])([CH3:32])[CH3:31].ON1C2C=CC=CC=2N=N1.Cl.C(N=C=NCCCN(C)C)C.C([O-])(O)=O.[Na+].